Dataset: NCI-60 drug combinations with 297,098 pairs across 59 cell lines. Task: Regression. Given two drug SMILES strings and cell line genomic features, predict the synergy score measuring deviation from expected non-interaction effect. (1) Drug 1: CS(=O)(=O)C1=CC(=C(C=C1)C(=O)NC2=CC(=C(C=C2)Cl)C3=CC=CC=N3)Cl. Drug 2: C1=NC2=C(N1)C(=S)N=C(N2)N. Cell line: K-562. Synergy scores: CSS=49.0, Synergy_ZIP=-1.23, Synergy_Bliss=0.594, Synergy_Loewe=-13.5, Synergy_HSA=2.95. (2) Drug 1: CN1C(=O)N2C=NC(=C2N=N1)C(=O)N. Drug 2: CC(C)CN1C=NC2=C1C3=CC=CC=C3N=C2N. Cell line: NCIH23. Synergy scores: CSS=-1.21, Synergy_ZIP=2.68, Synergy_Bliss=2.64, Synergy_Loewe=2.06, Synergy_HSA=-0.899. (3) Drug 1: C1=NC2=C(N1)C(=S)N=C(N2)N. Drug 2: CC1C(C(CC(O1)OC2CC(OC(C2O)C)OC3=CC4=CC5=C(C(=O)C(C(C5)C(C(=O)C(C(C)O)O)OC)OC6CC(C(C(O6)C)O)OC7CC(C(C(O7)C)O)OC8CC(C(C(O8)C)O)(C)O)C(=C4C(=C3C)O)O)O)O. Cell line: RXF 393. Synergy scores: CSS=4.50, Synergy_ZIP=0.482, Synergy_Bliss=7.26, Synergy_Loewe=7.12, Synergy_HSA=7.19. (4) Drug 1: CN(CC1=CN=C2C(=N1)C(=NC(=N2)N)N)C3=CC=C(C=C3)C(=O)NC(CCC(=O)O)C(=O)O. Drug 2: CCC(=C(C1=CC=CC=C1)C2=CC=C(C=C2)OCCN(C)C)C3=CC=CC=C3.C(C(=O)O)C(CC(=O)O)(C(=O)O)O. Cell line: PC-3. Synergy scores: CSS=43.1, Synergy_ZIP=3.53, Synergy_Bliss=-0.998, Synergy_Loewe=-28.1, Synergy_HSA=-2.03. (5) Drug 1: C1=CC(=CC=C1CCC2=CNC3=C2C(=O)NC(=N3)N)C(=O)NC(CCC(=O)O)C(=O)O. Drug 2: CN1C2=C(C=C(C=C2)N(CCCl)CCCl)N=C1CCCC(=O)O.Cl. Cell line: IGROV1. Synergy scores: CSS=22.1, Synergy_ZIP=-4.56, Synergy_Bliss=1.03, Synergy_Loewe=-23.0, Synergy_HSA=2.45. (6) Drug 1: CC12CCC3C(C1CCC2=O)CC(=C)C4=CC(=O)C=CC34C. Drug 2: CC1=C(C(=CC=C1)Cl)NC(=O)C2=CN=C(S2)NC3=CC(=NC(=N3)C)N4CCN(CC4)CCO. Cell line: IGROV1. Synergy scores: CSS=56.6, Synergy_ZIP=-2.82, Synergy_Bliss=-2.73, Synergy_Loewe=-4.33, Synergy_HSA=0.301. (7) Drug 1: C1=CC=C(C(=C1)C(C2=CC=C(C=C2)Cl)C(Cl)Cl)Cl. Drug 2: N.N.Cl[Pt+2]Cl. Cell line: NCI-H460. Synergy scores: CSS=58.4, Synergy_ZIP=-0.200, Synergy_Bliss=-1.15, Synergy_Loewe=-20.6, Synergy_HSA=-0.834.